This data is from Forward reaction prediction with 1.9M reactions from USPTO patents (1976-2016). The task is: Predict the product of the given reaction. (1) Given the reactants [NH:1]1[CH2:6][CH2:5][O:4][CH2:3][CH2:2]1.ClC(Cl)C.C(O)(C)(C)C.Cl[C:17]1[N:22]=[C:21]([Cl:23])[C:20]([C:24]([F:27])([F:26])[F:25])=[CH:19][N:18]=1.C(N(C(C)C)C(C)C)C, predict the reaction product. The product is: [Cl:23][C:21]1[C:20]([C:24]([F:26])([F:25])[F:27])=[CH:19][N:18]=[C:17]([N:1]2[CH2:6][CH2:5][O:4][CH2:3][CH2:2]2)[N:22]=1. (2) The product is: [Br:5][C:6]1[CH:7]=[CH:8][C:9]([S:3][CH2:1][CH3:2])=[C:10]([CH:13]=1)[CH:11]=[O:12]. Given the reactants [CH2:1]([S-:3])[CH3:2].[Na+].[Br:5][C:6]1[CH:7]=[CH:8][C:9](F)=[C:10]([CH:13]=1)[CH:11]=[O:12].Cl, predict the reaction product. (3) Given the reactants [CH3:1][N:2]([CH3:26])[S:3]([C:6]1[N:7](S(C2C=CC(C)=CC=2)(=O)=O)[C:8]2[C:13]([CH:14]=1)=[CH:12][CH:11]=[C:10]([Cl:15])[CH:9]=2)(=[O:5])=[O:4].CCCC[N+](CCCC)(CCCC)CCCC.[F-], predict the reaction product. The product is: [CH3:1][N:2]([CH3:26])[S:3]([C:6]1[NH:7][C:8]2[C:13]([CH:14]=1)=[CH:12][CH:11]=[C:10]([Cl:15])[CH:9]=2)(=[O:4])=[O:5]. (4) Given the reactants [C:1]([C:5]1[CH:13]=[CH:12][CH:11]=[CH:10][C:6]=1[C:7]([OH:9])=O)([CH3:4])([CH3:3])[CH3:2].S(Cl)(Cl)=O.C(C1C=CC=CC=1[C:24](Cl)=[O:25])(C)(C)C.[CH3:31][CH2:32][N:33]([CH2:36]C)CC.CO.[C:40]1([CH3:46])[CH:45]=CC=C[CH:41]=1, predict the reaction product. The product is: [CH3:4][C:1]([C:5]1[CH:13]=[CH:12][CH:11]=[CH:10][C:6]=1[C:7]([N:33]([CH2:32][CH3:31])[CH:36]([O:25][CH3:24])[C:40]([CH3:41])([CH3:45])[CH3:46])=[O:9])([CH3:2])[CH3:3].